Dataset: Full USPTO retrosynthesis dataset with 1.9M reactions from patents (1976-2016). Task: Predict the reactants needed to synthesize the given product. Given the product [C:17]([C:9]1[C:10]([C:13]([F:16])([F:14])[F:15])=[C:11]2[C:6](=[CH:7][CH:8]=1)[N:5]([CH2:21][C:22]([NH2:24])=[O:23])[C:4]([CH2:3][CH:2]([CH3:19])[CH3:1])=[CH:12]2)#[N:18], predict the reactants needed to synthesize it. The reactants are: [CH3:1][CH:2]([CH3:19])[CH2:3][C:4]1[NH:5][C:6]2[C:11]([CH:12]=1)=[C:10]([C:13]([F:16])([F:15])[F:14])[C:9]([C:17]#[N:18])=[CH:8][CH:7]=2.Br[CH2:21][C:22]([NH2:24])=[O:23].